This data is from Full USPTO retrosynthesis dataset with 1.9M reactions from patents (1976-2016). The task is: Predict the reactants needed to synthesize the given product. (1) Given the product [Cl:1][C:2]1[C:3]([N:10]2[CH:19]=[CH:26][CH:12]=[N:11]2)=[C:4]([F:9])[C:5]([F:8])=[N:6][CH:7]=1, predict the reactants needed to synthesize it. The reactants are: [Cl:1][C:2]1[C:3]([N:10]([C:19](OC(C)(C)C)=O)[NH:11][C:12](OC(C)(C)C)=O)=[C:4]([F:9])[C:5]([F:8])=[N:6][CH:7]=1.[CH3:26]OC(OC)CC(OC)OC.CCO.OS(O)(=O)=O. (2) Given the product [CH3:1][O:2][C:3]([C:5]1[CH:6]=[C:7]([C:31]2[CH:36]=[CH:35][CH:34]=[CH:33][CH:32]=2)[CH:8]=[C:9]([CH2:23][N:24]2[CH2:25][CH2:26][N:27]([CH3:30])[CH2:28][CH2:29]2)[C:10]=1[N:11]([S:13]([C:16]1[CH:17]=[CH:18][C:19]([O:22][CH2:37][C:38]#[C:39][CH3:40])=[CH:20][CH:21]=1)(=[O:15])=[O:14])[CH3:12])=[O:4], predict the reactants needed to synthesize it. The reactants are: [CH3:1][O:2][C:3]([C:5]1[CH:6]=[C:7]([C:31]2[CH:36]=[CH:35][CH:34]=[CH:33][CH:32]=2)[CH:8]=[C:9]([CH2:23][N:24]2[CH2:29][CH2:28][N:27]([CH3:30])[CH2:26][CH2:25]2)[C:10]=1[N:11]([S:13]([C:16]1[CH:21]=[CH:20][C:19]([OH:22])=[CH:18][CH:17]=1)(=[O:15])=[O:14])[CH3:12])=[O:4].[CH2:37](O)[C:38]#[C:39][CH3:40].C1(P(C2C=CC=CC=2)C2C=CC=CC=2)C=CC=CC=1.N(C(OCC)=O)=NC(OCC)=O. (3) Given the product [CH2:11]([O:10][C@@H:9]1[C@@:8]([CH2:27][OH:28])([CH2:18][O:19][CH2:20][C:21]2[CH:22]=[CH:23][CH:24]=[CH:25][CH:26]=2)[O:7][C@@H:6]([N:32]2[CH:40]=[N:39][C:38]3[C:33]2=[N:34][CH:35]=[N:36][C:37]=3[NH:41][C:42](=[O:49])[C:43]2[CH:44]=[CH:45][CH:46]=[CH:47][CH:48]=2)[C@@H:5]1[OH:4])[C:12]1[CH:13]=[CH:14][CH:15]=[CH:16][CH:17]=1, predict the reactants needed to synthesize it. The reactants are: C([O:4][C@@H:5]1[C@H:9]([O:10][CH2:11][C:12]2[CH:17]=[CH:16][CH:15]=[CH:14][CH:13]=2)[C@@:8]([CH2:27][O:28]C(=O)C)([CH2:18][O:19][CH2:20][C:21]2[CH:26]=[CH:25][CH:24]=[CH:23][CH:22]=2)[O:7][C@H:6]1[N:32]1[CH:40]=[N:39][C:38]2[C:33]1=[N:34][CH:35]=[N:36][C:37]=2[NH:41][C:42](=[O:49])[C:43]1[CH:48]=[CH:47][CH:46]=[CH:45][CH:44]=1)(=O)C.C[O-].[Na+].Cl. (4) Given the product [O:1]1[CH:5]=[CH:4][CH:3]=[C:2]1[C:12](=[O:11])[CH2:17][CH2:16][CH2:15][CH2:14][NH:13][C:18](=[O:19])[O:20][C:21]([CH3:22])([CH3:23])[CH3:24], predict the reactants needed to synthesize it. The reactants are: [O:1]1[CH:5]=[CH:4][CH:3]=[CH:2]1.C([Li])CCC.[O:11]=[C:12]1[CH2:17][CH2:16][CH2:15][CH2:14][N:13]1[C:18]([O:20][C:21]([CH3:24])([CH3:23])[CH3:22])=[O:19].[Cl-].[NH4+]. (5) Given the product [F:1][C:2]([F:22])([F:23])[C:3]1[CH:17]=[C:16]([C:18]([F:20])([F:21])[F:19])[CH:15]=[CH:14][C:4]=1[CH2:5][N:6]1[CH2:7][CH2:8][CH:9](/[CH:12]=[C:36]2/[C:32]([NH:31][C@@H:26]3[CH2:27][CH2:28][CH2:29][CH2:30][C@H:25]3[OH:24])=[N:33][C:34](=[O:37])[S:35]/2)[CH2:10][CH2:11]1, predict the reactants needed to synthesize it. The reactants are: [F:1][C:2]([F:23])([F:22])[C:3]1[CH:17]=[C:16]([C:18]([F:21])([F:20])[F:19])[CH:15]=[CH:14][C:4]=1[CH2:5][N:6]1[CH2:11][CH2:10][CH:9]([CH:12]=O)[CH2:8][CH2:7]1.[OH:24][C@@H:25]1[CH2:30][CH2:29][CH2:28][CH2:27][C@H:26]1[NH:31][C:32]1[CH2:36][S:35][C:34](=[O:37])[N:33]=1.C([O-])(=O)C.[NH2+]1CCCCC1.